From a dataset of NCI-60 drug combinations with 297,098 pairs across 59 cell lines. Regression. Given two drug SMILES strings and cell line genomic features, predict the synergy score measuring deviation from expected non-interaction effect. (1) Drug 2: COC1=NC(=NC2=C1N=CN2C3C(C(C(O3)CO)O)O)N. Synergy scores: CSS=3.66, Synergy_ZIP=0.552, Synergy_Bliss=5.90, Synergy_Loewe=1.63, Synergy_HSA=2.61. Drug 1: COC1=C(C=C2C(=C1)N=CN=C2NC3=CC(=C(C=C3)F)Cl)OCCCN4CCOCC4. Cell line: HCC-2998. (2) Drug 1: C1=CN(C(=O)N=C1N)C2C(C(C(O2)CO)O)O.Cl. Drug 2: C#CCC(CC1=CN=C2C(=N1)C(=NC(=N2)N)N)C3=CC=C(C=C3)C(=O)NC(CCC(=O)O)C(=O)O. Cell line: SF-539. Synergy scores: CSS=34.9, Synergy_ZIP=-6.20, Synergy_Bliss=-8.59, Synergy_Loewe=-6.65, Synergy_HSA=-5.29.